This data is from Full USPTO retrosynthesis dataset with 1.9M reactions from patents (1976-2016). The task is: Predict the reactants needed to synthesize the given product. (1) Given the product [CH:1]1([C:4]2[CH:5]=[C:6]([C:29]([O:31][CH2:32][CH3:33])=[O:30])[C:7](=[O:28])[N:8]3[C:13]=2[C:12]([CH3:14])=[C:11]([C:15]2[S:16][C:17]([CH2:34][OH:36])=[C:18]([F:20])[CH:19]=2)[CH:10]=[CH:9]3)[CH2:2][CH2:3]1, predict the reactants needed to synthesize it. The reactants are: [CH:1]1([C:4]2[CH:5]=[C:6]([C:29]([O:31][CH2:32][CH3:33])=[O:30])[C:7](=[O:28])[N:8]3[C:13]=2[C:12]([CH3:14])=[C:11]([C:15]2[S:16][C:17](OC4CCCCO4)=[C:18]([F:20])[CH:19]=2)[CH:10]=[CH:9]3)[CH2:3][CH2:2]1.[CH2:34]([OH:36])C.C1(C)C=CC(S([O-])(=O)=O)=CC=1.[NH+]1C=CC=CC=1.C(=O)([O-])O.[Na+]. (2) The reactants are: [CH2:1]([N:3]([CH2:6][C:7]1[CH:12]=[CH:11][C:10](I)=[CH:9][C:8]=1[F:14])[CH2:4][CH3:5])[CH3:2].[CH3:15][C:16]1[C:17](=[O:23])[NH:18][CH:19]=[C:20]([CH3:22])[CH:21]=1.CNCCNC.P([O-])([O-])([O-])=O.[K+].[K+].[K+]. Given the product [CH2:1]([N:3]([CH2:6][C:7]1[CH:12]=[CH:11][C:10]([N:18]2[CH:19]=[C:20]([CH3:22])[CH:21]=[C:16]([CH3:15])[C:17]2=[O:23])=[CH:9][C:8]=1[F:14])[CH2:4][CH3:5])[CH3:2], predict the reactants needed to synthesize it. (3) The reactants are: [NH2:1][C:2]1[NH:3][CH:4]=[CH:5][N:6]=1.C[OH:8].[C:9]1(OC2C=CC=CC=2)[CH:14]=CC=C[CH:10]=1. Given the product [N:3]1[C:4](=[O:8])[CH2:5][N:6]2[CH:10]=[CH:9][CH:14]=[N:1][C:2]=12, predict the reactants needed to synthesize it. (4) Given the product [NH2:40][C:15]1[CH:20]=[CH:19][C:18]([CH:21]([C:23]2[C:32]3[C:27](=[CH:28][C:29]([O:33][CH3:34])=[CH:30][CH:31]=3)[N:26]=[CH:25][CH:24]=2)[OH:22])=[CH:17][CH:16]=1, predict the reactants needed to synthesize it. The reactants are: P(C(C)(C)C)(C(C)(C)C)C(C)(C)C.Br[C:15]1[CH:20]=[CH:19][C:18]([CH:21]([C:23]2[C:32]3[C:27](=[CH:28][C:29]([O:33][CH3:34])=[CH:30][CH:31]=3)[N:26]=[CH:25][CH:24]=2)[OH:22])=[CH:17][CH:16]=1.[Li+].C[Si]([N-:40][Si](C)(C)C)(C)C. (5) Given the product [C:1]([O:5][C:6]([NH:8][C@H:9]1[CH2:10][CH2:11][C:12]([C:18]([OH:21])([CH3:20])[CH3:19])([C:14]([O:16][CH3:17])=[O:15])[CH2:13]1)=[O:7])([CH3:4])([CH3:2])[CH3:3], predict the reactants needed to synthesize it. The reactants are: [C:1]([O:5][C:6]([NH:8][C@H:9]1[CH2:13][C:12]([C:18]([OH:21])([CH3:20])[CH3:19])([C:14]([O:16][CH3:17])=[O:15])[CH:11]=[CH:10]1)=[O:7])([CH3:4])([CH3:3])[CH3:2]. (6) Given the product [CH3:14][Si:15]([CH3:17])([CH3:16])[N-:18][Si:19]([CH3:22])([CH3:21])[CH3:20].[C:1]([N:5]1[CH2:9][CH2:8][N:7]([CH2:10][CH3:11])[C:6]1=[Cu-:12])([CH3:4])([CH3:3])[CH3:2], predict the reactants needed to synthesize it. The reactants are: [C:1]([N:5]1[CH2:9][CH2:8][N:7]([CH2:10][CH3:11])[C:6]1=[Cu-2:12]Cl)([CH3:4])([CH3:3])[CH3:2].[CH3:14][Si:15]([N-:18][Si:19]([CH3:22])([CH3:21])[CH3:20])([CH3:17])[CH3:16].[Na+].C[Si]([N-][Si](C)(C)C)(C)C.N1CCNC1=[Cu]Cl. (7) Given the product [N:60]1[CH:11]=[C:10]([CH2:9][CH2:13][NH:14][C:15]([C:17]2[C:26]3[CH2:25][C:24]([CH3:27])([CH3:28])[CH2:23][NH:22][C:21](=[O:29])[C:20]=3[S:19][C:18]=2[NH:30][C:31]2[CH:36]=[CH:35][C:34]([I:37])=[CH:33][C:32]=2[F:38])=[O:16])[NH:62][CH:61]=1, predict the reactants needed to synthesize it. The reactants are: C(OC(N1C[CH2:11][CH2:10][C@H:9]1[CH2:13][NH:14][C:15]([C:17]1[C:26]2[CH2:25][C:24]([CH3:28])([CH3:27])[CH2:23][NH:22][C:21](=[O:29])[C:20]=2[S:19][C:18]=1[NH:30][C:31]1[CH:36]=[CH:35][C:34]([I:37])=[CH:33][C:32]=1[F:38])=[O:16])=O)(C)(C)C.C(Cl)CCl.C1C=CC2N(O)N=NC=2C=1.CN1CCOCC1.[N:60]1C=C(CCN)[NH:62][CH:61]=1.